Task: Regression/Classification. Given a drug SMILES string, predict its absorption, distribution, metabolism, or excretion properties. Task type varies by dataset: regression for continuous measurements (e.g., permeability, clearance, half-life) or binary classification for categorical outcomes (e.g., BBB penetration, CYP inhibition). Dataset: cyp2c19_veith.. Dataset: CYP2C19 inhibition data for predicting drug metabolism from PubChem BioAssay The drug is CC(C)(C)c1ccc(C(=O)N2CCC(C(=O)NCCC3=CCCCC3)CC2)cc1. The result is 1 (inhibitor).